This data is from Experimentally validated miRNA-target interactions with 360,000+ pairs, plus equal number of negative samples. The task is: Binary Classification. Given a miRNA mature sequence and a target amino acid sequence, predict their likelihood of interaction. (1) The miRNA is hsa-miR-3132 with sequence UGGGUAGAGAAGGAGCUCAGAGGA. The protein sequence of the target gene is MATRRFSCLLLSTSEIDLSVKRRI. Result: 1 (interaction). (2) The miRNA is mmu-miR-138-5p with sequence AGCUGGUGUUGUGAAUCAGGCCG. The protein sequence of the target gene is MAPSFTARIQLFLLRALGFLIGLVGRAALVLGGPKFASKTPRPVTEPLLLLSGMQLAKLIRQRKVKCIDVVQAYINRIKDVNPMINGIVKYRFEEAMKEAHAVDQKLAEKQEDEATLENKWPFLGVPLTVKEAFQLQGMPNSSGLMNRRDAIAKTDATVVALLKGAGAIPLGITNCSELCMWYESSNKIYGRSNNPYDLQHIVGGSSGGEGCTLAAACSVIGVGSDIGGSIRMPAFFNGIFGHKPSPGVVPNKGQFPLAVGAQELFLCTGPMCRYAEDLAPMLKVMAGPGIKRLKLDTKV.... Result: 0 (no interaction). (3) The miRNA is hsa-miR-520f-5p with sequence CCUCUAAAGGGAAGCGCUUUCU. The protein sequence of the target gene is MKAVVQRVTRASVTVGGEQISAIGRGICVLLGISLEDTQKELEHMVRKILNLRVFEDESGKHWSKSVMDKQYEILCVSQFTLQCVLKGNKPDFHLAMPTEQAEGFYNSFLEQLRKTYRPELIKDGKFGAYMQVHIQNDGPVTIELESPAPGTATSDPKQLSKLEKQQQRKEKTRAKGPSESSKERNTPRKEDRSASSGAEGDVSSEREP. Result: 0 (no interaction). (4) The miRNA is hsa-miR-7107-3p with sequence UGGUCUGUUCAUUCUCUCUUUUUGGCC. The protein sequence of the target gene is MAELRPSVAPGPAAPPASGPSAPPAFASLFPPGLHAIYGECRRLYPDQPNPLQVTAIVKYWLGGPDPLDYVSMYRNMGSPSANIPEHWHYISFGLSDLYGDNRVHEFTGTDGPSGFGFELTFRLKRETGESAPPTWPAELMQGLARYVFQSENTFCSGDHVSWHSPLDNSESRIQHMLLTEDPQMQPVRTPFGVVTFLQIVGVCTEELHSAQQWNGQGILELLRTVPIAGGPWLITDMRRGETIFEIDPHLQERVDKGIETDGSNLSGVSAKCAWDDLSRPPEDEEDSRSICLGTQPRRL.... Result: 0 (no interaction). (5) The miRNA is mmu-miR-139-5p with sequence UCUACAGUGCACGUGUCUCCAG. The protein sequence of the target gene is MAPAGHILTLLLWGHLLELWTPGHSANPSYPRLRLSHKELLELNRTSIFQSPLGFLDLHTMLLDEYQERLFVGGRDLVYSLNLERVSDGYREIYWPSTAVKVEECIMKGKDANECANYIRVLHHYNRTHLLTCATGAFDPHCAFIRVGHHSEEPLFHLESHRSERGRGRCPFDPNSSFVSTLVGNELFAGLYSDYWGRDSAIFRSMGKLGHIRTEHDDERLLKEPKFVGSYMIPDNEDRDDNKMYFFFTEKALEAENNAHTIYTRVGRLCVNDMGGQRILVNKWSTFLKARLVCSVPGMN.... Result: 1 (interaction). (6) The miRNA is hsa-miR-6797-5p with sequence AGGAGGGAAGGGGCUGAGAACAGGA. The protein sequence of the target gene is MPVAATNSESAMQQVLDNLGSLPNATGAAELDLIFLRGIMESPIVRSLAKAHERLEETKLEAVRDNNLELVQEILRDLAELAEQSSTAAELARILQEPHFQSLLETHDSVASKTYETPPPSPGLDPTFSNQPVPPDAVRMVGIRKTAGEHLGVTFRVEGGELVIARILHGGMVAQQGLLHVGDIIKEVNGQPVGSDPRALQELLRSASGSVILKILPSYQEPHLPRQVFVKCHFDYDPARDSLSPCKEAGLRFNAGDLLQIVNQDDANWWQACHVEGGSAGLIPSQLLEEKRKAFVKRDL.... Result: 0 (no interaction). (7) The miRNA is mmu-miR-145b with sequence GUCCAGUUUUCCCAGGAGACU. The protein sequence of the target gene is MAHELVMFRDVAIDVSQEEWECLNPAQRNLYKEVMLENYSNLVSLGLSVSKPAVISSLEQGKEPWMVVREETGRWCPGTWKTWGFHNNFLDNNEATDINADLASRDEPQKLSPKRDIYETELSQWVNMEEFKSHSPERSIFSAIWEGNCHFEQHQGQEEGYFRQLMINHENMPIFSQHTLLTQEFYDREKISECKKCRKIFSYHLFFSHHKRTHSKELSECKECTEIVNTPCLFKQQTIQNGDKCNECKECWKAFVHCSQLKHLRIHNGEKRYECNECGKAFNYGSELTLHQRIHTGEKP.... Result: 0 (no interaction). (8) The miRNA is hsa-miR-16-2-3p with sequence CCAAUAUUACUGUGCUGCUUUA. The protein sequence of the target gene is MSQYTEKEPAAMDQESGKAVWPKPAGGYQTITGRRYGRRHAYVSFKPCMTRHERSLGRAGDDYEVLELDDVPKENSSGSSPLDQVDSSLPSEPIFEKSETEIPTCGSALNQTTESSQSFVAVHHSEEGRDTLGSSTNLHNHSEGEYIPGACSASSVQNGIALVHTDSYDPDGKHGEDNDHLQLSAEVVEGSRYQESLGNTVFELENREAEAYTGLSPPVPSFNCEVRDEFEELDSVPLVKSSAGDTEFVHQNSQEIQRSSQDEMVSTKQQNNTSQERQTEHSPEDAACGPGHICSEQNTN.... Result: 0 (no interaction). (9) The miRNA is hsa-miR-4284 with sequence GGGCUCACAUCACCCCAU. The protein sequence of the target gene is MTMFENVTRALARQLNPRGDLTPLDSLIDFKRFHPFCLVLRKRKSTLFWGARYVRTDYTLLDVLEPGSSPSDPTDTGNFGFKNMLDTRVEGDVDVPKTVKVKGTAGLSQNSTLEVQTLSVAPKALETVQERKLAADHPFLKEMQDQGENLYVVMEVVETVQEVTLERAGKAEACFSLPFFAPLGLQGSINHKEAVTIPKGCVLAFRVRQLMVKGKDEWDIPHICNDNMQTFPPGEKSGEEKVILIQASDVGDVHEGFRTLKEEVQRETQQVEKLSRVGQSSLLSSLSKLLGKKKELQDLE.... Result: 1 (interaction). (10) Result: 0 (no interaction). The miRNA is hsa-miR-6874-5p with sequence AUGGAGCUGGAACCAGAUCAGGC. The protein sequence of the target gene is MSIRAPPRLLELARQRLLRDQALAISTMEELPRELFPTLFMEAFSRRRCETLKTMVQAWPFTRLPLGSLMKSPHLESLKSVLEGVDVLLTQEVRPRQSKLQVLDLRNVDENFCDIFSGATASFPEALSQKQTADNCPGTGRQQPFMVFIDLCLKNRTLDECLTHLLEWGKQRKGLLHVCCKELQVFGMPIHSIIEVLNMVELDCIQEVEVCCPWELSTLVKFAPYLGQMRNLRKLVLFNIRASACIPPDNKGQFIARFTSQFLKLDYFQNLSMHSVSFLEGHLDQLLRCLQASLEMVVMT....